Dataset: Forward reaction prediction with 1.9M reactions from USPTO patents (1976-2016). Task: Predict the product of the given reaction. (1) Given the reactants [Cl:1][C:2]1[CH:7]=[CH:6][C:5]([C:8]2[N:12]([CH2:13][CH:14]=[CH2:15])[C:11](=[O:16])[N:10]([CH2:17][C:18]([OH:20])=O)[N:9]=2)=[CH:4][CH:3]=1.[F:21][C:22]([F:34])([F:33])[C:23]1[CH:24]=[C:25]([C:29]([NH2:32])([CH3:31])[CH3:30])[CH:26]=[CH:27][CH:28]=1.C1C=CC2N(O)N=NC=2C=1.CCN=C=NCCCN(C)C.Cl, predict the reaction product. The product is: [Cl:1][C:2]1[CH:3]=[CH:4][C:5]([C:8]2[N:12]([CH2:13][CH:14]=[CH2:15])[C:11](=[O:16])[N:10]([CH2:17][C:18]([NH:32][C:29]([CH3:31])([C:25]3[CH:26]=[CH:27][CH:28]=[C:23]([C:22]([F:21])([F:33])[F:34])[CH:24]=3)[CH3:30])=[O:20])[N:9]=2)=[CH:6][CH:7]=1. (2) Given the reactants C([N:8]1[C@:12]2([CH3:22])[C:13]3[CH:14]=[CH:15][C:16]([F:21])=[CH:17][C:18]=3[O:19][CH2:20][C@@H:11]2[CH2:10][O:9]1)C1C=CC=CC=1, predict the reaction product. The product is: [NH2:8][C@:12]1([CH3:22])[C:13]2[C:18](=[CH:17][C:16]([F:21])=[CH:15][CH:14]=2)[O:19][CH2:20][C@@H:11]1[CH2:10][OH:9]. (3) Given the reactants C(Cl)CCl.C1C=C[C:8]2N(O)N=[N:11][C:9]=2[CH:10]=1.CCN(CC)CC.[C:22]([O:26][C:27]([NH:29][CH:30]([CH2:36][C:37]1[CH:42]=[CH:41][CH:40]=[CH:39][CH:38]=1)[CH:31]([OH:35])[C:32]([OH:34])=O)=[O:28])([CH3:25])([CH3:24])[CH3:23].C1(N)CC1, predict the reaction product. The product is: [CH:9]1([NH:11][C:32](=[O:34])[CH:31]([OH:35])[CH:30]([NH:29][C:27](=[O:28])[O:26][C:22]([CH3:23])([CH3:24])[CH3:25])[CH2:36][C:37]2[CH:42]=[CH:41][CH:40]=[CH:39][CH:38]=2)[CH2:10][CH2:8]1.